This data is from NCI-60 drug combinations with 297,098 pairs across 59 cell lines. The task is: Regression. Given two drug SMILES strings and cell line genomic features, predict the synergy score measuring deviation from expected non-interaction effect. (1) Drug 1: C1CCN(CC1)CCOC2=CC=C(C=C2)C(=O)C3=C(SC4=C3C=CC(=C4)O)C5=CC=C(C=C5)O. Drug 2: CC=C1C(=O)NC(C(=O)OC2CC(=O)NC(C(=O)NC(CSSCCC=C2)C(=O)N1)C(C)C)C(C)C. Cell line: OVCAR-8. Synergy scores: CSS=32.9, Synergy_ZIP=4.75, Synergy_Bliss=5.92, Synergy_Loewe=-23.0, Synergy_HSA=4.05. (2) Drug 1: CC1=C(C(=CC=C1)Cl)NC(=O)C2=CN=C(S2)NC3=CC(=NC(=N3)C)N4CCN(CC4)CCO. Drug 2: CC1=C(C(=O)C2=C(C1=O)N3CC4C(C3(C2COC(=O)N)OC)N4)N. Cell line: HCC-2998. Synergy scores: CSS=28.5, Synergy_ZIP=-3.43, Synergy_Bliss=-5.65, Synergy_Loewe=3.74, Synergy_HSA=3.25. (3) Drug 1: CC(C1=C(C=CC(=C1Cl)F)Cl)OC2=C(N=CC(=C2)C3=CN(N=C3)C4CCNCC4)N. Drug 2: COC1=NC(=NC2=C1N=CN2C3C(C(C(O3)CO)O)O)N. Cell line: SF-295. Synergy scores: CSS=14.5, Synergy_ZIP=-3.28, Synergy_Bliss=0.605, Synergy_Loewe=-38.2, Synergy_HSA=0.744. (4) Drug 1: CC1=C2C(C(=O)C3(C(CC4C(C3C(C(C2(C)C)(CC1OC(=O)C(C(C5=CC=CC=C5)NC(=O)C6=CC=CC=C6)O)O)OC(=O)C7=CC=CC=C7)(CO4)OC(=O)C)O)C)OC(=O)C. Drug 2: CC1=C(N=C(N=C1N)C(CC(=O)N)NCC(C(=O)N)N)C(=O)NC(C(C2=CN=CN2)OC3C(C(C(C(O3)CO)O)O)OC4C(C(C(C(O4)CO)O)OC(=O)N)O)C(=O)NC(C)C(C(C)C(=O)NC(C(C)O)C(=O)NCCC5=NC(=CS5)C6=NC(=CS6)C(=O)NCCC[S+](C)C)O. Cell line: HOP-62. Synergy scores: CSS=53.1, Synergy_ZIP=-0.253, Synergy_Bliss=-0.999, Synergy_Loewe=-8.57, Synergy_HSA=2.02. (5) Drug 1: CN1C(=O)N2C=NC(=C2N=N1)C(=O)N. Drug 2: C1=CC=C(C=C1)NC(=O)CCCCCCC(=O)NO. Cell line: SW-620. Synergy scores: CSS=15.6, Synergy_ZIP=-3.99, Synergy_Bliss=-0.451, Synergy_Loewe=-6.15, Synergy_HSA=-2.33. (6) Synergy scores: CSS=66.1, Synergy_ZIP=9.66, Synergy_Bliss=9.29, Synergy_Loewe=-21.9, Synergy_HSA=8.30. Drug 1: CC1=CC2C(CCC3(C2CCC3(C(=O)C)OC(=O)C)C)C4(C1=CC(=O)CC4)C. Cell line: MOLT-4. Drug 2: CCC1(CC2CC(C3=C(CCN(C2)C1)C4=CC=CC=C4N3)(C5=C(C=C6C(=C5)C78CCN9C7C(C=CC9)(C(C(C8N6C)(C(=O)OC)O)OC(=O)C)CC)OC)C(=O)OC)O.OS(=O)(=O)O. (7) Drug 1: CC=C1C(=O)NC(C(=O)OC2CC(=O)NC(C(=O)NC(CSSCCC=C2)C(=O)N1)C(C)C)C(C)C. Cell line: HS 578T. Drug 2: CCN(CC)CCNC(=O)C1=C(NC(=C1C)C=C2C3=C(C=CC(=C3)F)NC2=O)C. Synergy scores: CSS=71.9, Synergy_ZIP=-3.14, Synergy_Bliss=-3.44, Synergy_Loewe=-38.2, Synergy_HSA=-1.82. (8) Drug 1: C1=CC(=CC=C1CCC2=CNC3=C2C(=O)NC(=N3)N)C(=O)NC(CCC(=O)O)C(=O)O. Drug 2: CN(CC1=CN=C2C(=N1)C(=NC(=N2)N)N)C3=CC=C(C=C3)C(=O)NC(CCC(=O)O)C(=O)O. Cell line: MALME-3M. Synergy scores: CSS=14.2, Synergy_ZIP=-2.31, Synergy_Bliss=0.988, Synergy_Loewe=0.688, Synergy_HSA=0.816.